This data is from Catalyst prediction with 721,799 reactions and 888 catalyst types from USPTO. The task is: Predict which catalyst facilitates the given reaction. (1) Reactant: [C:1]([O:7][CH2:8][C:9]([F:15])([F:14])[S:10]([O-:13])(=[O:12])=[O:11])(=[O:6])[C:2]([CH3:5])([CH3:4])[CH3:3].C([NH+](CC)CC)C.O.[Cl-].[C:25]1([I+:31][C:32]2[CH:37]=[CH:36][CH:35]=[CH:34][CH:33]=2)[CH:30]=[CH:29][CH:28]=[CH:27][CH:26]=1. Product: [C:1]([O:7][CH2:8][C:9]([F:15])([F:14])[S:10]([O-:13])(=[O:11])=[O:12])(=[O:6])[C:2]([CH3:5])([CH3:4])[CH3:3].[C:32]1([I+:31][C:25]2[CH:26]=[CH:27][CH:28]=[CH:29][CH:30]=2)[CH:33]=[CH:34][CH:35]=[CH:36][CH:37]=1. The catalyst class is: 22. (2) Reactant: [F:1][C:2]([F:36])([F:35])[C:3]1[CH:4]=[C:5]([CH:28]=[C:29]([C:31]([F:34])([F:33])[F:32])[CH:30]=1)[C:6]([N:8]1[CH2:13][CH2:12][N:11]([CH2:14][C:15]([OH:17])=O)[CH2:10][C@H:9]1[CH2:18][C:19]1[C:27]2[C:22](=[CH:23][CH:24]=[CH:25][CH:26]=2)[NH:21][CH:20]=1)=[O:7].[CH:37]1([N:42]2[CH2:47][CH2:46][NH:45][CH2:44][CH2:43]2)[CH2:41][CH2:40][CH2:39][CH2:38]1.[ClH:48].CN(C)CCCN=C=NCC.ON1C2C=CC=CC=2N=N1. Product: [ClH:48].[F:34][C:31]([F:32])([F:33])[C:29]1[CH:28]=[C:5]([CH:4]=[C:3]([C:2]([F:36])([F:35])[F:1])[CH:30]=1)[C:6]([N:8]1[CH2:13][CH2:12][N:11]([CH2:14][C:15]([N:45]2[CH2:46][CH2:47][N:42]([CH:37]3[CH2:41][CH2:40][CH2:39][CH2:38]3)[CH2:43][CH2:44]2)=[O:17])[CH2:10][C@H:9]1[CH2:18][C:19]1[C:27]2[C:22](=[CH:23][CH:24]=[CH:25][CH:26]=2)[NH:21][CH:20]=1)=[O:7]. The catalyst class is: 35. (3) Reactant: [CH:1]1([CH2:7][NH:8][C:9]2[CH:14]=[CH:13][C:12]([NH:15][C:16](=[O:21])[C:17]([CH3:20])([CH3:19])[CH3:18])=[CH:11][C:10]=2[N+:22]([O-])=O)[CH2:6][CH2:5][CH2:4][CH2:3][CH2:2]1. Product: [NH2:22][C:10]1[CH:11]=[C:12]([NH:15][C:16](=[O:21])[C:17]([CH3:19])([CH3:18])[CH3:20])[CH:13]=[CH:14][C:9]=1[NH:8][CH2:7][CH:1]1[CH2:6][CH2:5][CH2:4][CH2:3][CH2:2]1. The catalyst class is: 99. (4) Reactant: [NH2:1][C@@H:2]([CH3:17])[C@@H:3]([C:5]1[CH:6]=[CH:7][C:8]([OH:16])=[C:9]([NH:11][S:12]([CH3:15])(=[O:14])=[O:13])[CH:10]=1)[OH:4].[CH3:18][C:19]1[CH:20]=[C:21]([CH:24]=[C:25]([CH3:27])[CH:26]=1)[CH:22]=O. Product: [CH3:18][C:19]1[CH:26]=[C:25]([CH:24]=[C:21]([CH3:22])[CH:20]=1)[CH2:27][NH:1][C@@H:2]([CH3:17])[C@@H:3]([C:5]1[CH:6]=[CH:7][C:8]([OH:16])=[C:9]([NH:11][S:12]([CH3:15])(=[O:14])=[O:13])[CH:10]=1)[OH:4]. The catalyst class is: 5. (5) Reactant: Cl.[NH2:2][CH2:3][C:4]([NH2:6])=[O:5].CC(C)([O-])C.[Na+].[O:13]=[CH:14][CH2:15][CH2:16][C:17](OCC)=O.N. Product: [CH2:16]1[CH:17]2[NH:6][C:4]([CH2:3][N:2]2[C:14](=[O:13])[CH2:15]1)=[O:5]. The catalyst class is: 259. (6) Reactant: [C:1]1([C:7]2[CH:15]=[C:14]3[C:10]([C:11]([CH2:21][CH2:22][C:23]([O:25]CC)=[O:24])=[C:12]([C:16]([O:18]CC)=[O:17])[NH:13]3)=[CH:9][CH:8]=2)[CH:6]=[CH:5][CH:4]=[CH:3][CH:2]=1.O.O.O.[OH-].[Li+]. Product: [C:23]([CH2:22][CH2:21][C:11]1[C:10]2[C:14](=[CH:15][C:7]([C:1]3[CH:2]=[CH:3][CH:4]=[CH:5][CH:6]=3)=[CH:8][CH:9]=2)[NH:13][C:12]=1[C:16]([OH:18])=[O:17])([OH:25])=[O:24]. The catalyst class is: 30.